Dataset: Peptide-MHC class II binding affinity with 134,281 pairs from IEDB. Task: Regression. Given a peptide amino acid sequence and an MHC pseudo amino acid sequence, predict their binding affinity value. This is MHC class II binding data. The peptide sequence is PNRDGDSYYYSEPTS. The MHC is DRB1_1301 with pseudo-sequence DRB1_1301. The binding affinity (normalized) is 0.